This data is from Forward reaction prediction with 1.9M reactions from USPTO patents (1976-2016). The task is: Predict the product of the given reaction. (1) The product is: [CH3:41][O:42][CH2:43][C:44]1[CH:45]=[CH:46][C:47]([O:52][C:53]([F:54])([F:55])[F:56])=[C:48]([CH:49]=1)[CH2:50][NH:51][C:36](=[O:37])[NH:1][C:2]1[N:6]([C:7]2[CH:12]=[CH:11][CH:10]=[CH:9][CH:8]=2)[N:5]=[C:4]([O:13][CH2:14][CH:15]2[CH2:16][N:17]([C:19]([O:21][C:22]([CH3:23])([CH3:25])[CH3:24])=[O:20])[CH2:18]2)[C:3]=1[CH3:26]. Given the reactants [NH2:1][C:2]1[N:6]([C:7]2[CH:12]=[CH:11][CH:10]=[CH:9][CH:8]=2)[N:5]=[C:4]([O:13][CH2:14][CH:15]2[CH2:18][N:17]([C:19]([O:21][C:22]([CH3:25])([CH3:24])[CH3:23])=[O:20])[CH2:16]2)[C:3]=1[CH3:26].C1(C2C=CC([CH2:36][O:37]C)=CC=2CN)CC1.[CH3:41][O:42][CH2:43][C:44]1[CH:45]=[CH:46][C:47]([O:52][C:53]([F:56])([F:55])[F:54])=[C:48]([CH2:50][NH2:51])[CH:49]=1, predict the reaction product. (2) Given the reactants [CH:1]1([N:4]2[C:9](=[O:10])[C:8]3[C:11]([NH:18][C:19]4[CH:24]=[CH:23][C:22]([I:25])=[CH:21][C:20]=4[F:26])=[C:12]([F:17])[C:13](=[O:16])[N:14]([CH3:15])[C:7]=3[C:6]([C:27]3[CH:32]=[CH:31][CH:30]=[C:29]([N+:33]([O-])=O)[CH:28]=3)=[N:5]2)[CH2:3][CH2:2]1.C(N(CC)CC)C.Cl[CH2:44][CH2:45][CH2:46][C:47](Cl)=[O:48].C1CCN2C(=NCCC2)CC1, predict the reaction product. The product is: [CH:1]1([N:4]2[C:9](=[O:10])[C:8]3[C:11]([NH:18][C:19]4[CH:24]=[CH:23][C:22]([I:25])=[CH:21][C:20]=4[F:26])=[C:12]([F:17])[C:13](=[O:16])[N:14]([CH3:15])[C:7]=3[C:6]([C:27]3[CH:32]=[CH:31][CH:30]=[C:29]([N:33]4[CH2:44][CH2:45][CH2:46][C:47]4=[O:48])[CH:28]=3)=[N:5]2)[CH2:3][CH2:2]1. (3) Given the reactants [F:1][C:2]1[CH:10]=[CH:9][CH:8]=[CH:7][C:3]=1[C:4]([OH:6])=O.CCN=C=NCCCN(C)C.Cl.[C:23]([O:27][C:28]([CH3:31])([CH3:30])[CH3:29])(=[O:26])[NH:24][NH2:25].O, predict the reaction product. The product is: [F:1][C:2]1[CH:10]=[CH:9][CH:8]=[CH:7][C:3]=1[C:4]([NH:25][NH:24][C:23]([O:27][C:28]([CH3:31])([CH3:30])[CH3:29])=[O:26])=[O:6].